From a dataset of Reaction yield outcomes from USPTO patents with 853,638 reactions. Predict the reaction yield, written as a fraction of the theoretical maximum amount of product (1.0 means a 100% yield; for example, 0.34 means a 34% yield). (1) The reactants are [CH3:1][C:2]1([CH3:21])[C:7]2[CH:8]=[C:9]([C:12]3[S:16][C:15]([C:17]#[N:18])=[CH:14][C:13]=3[CH3:19])[CH:10]=[CH:11][C:6]=2[NH:5][C:4](=O)[O:3]1.COC1C=CC(P2(SP(C3C=CC(OC)=CC=3)(=S)S2)=[S:31])=CC=1. The catalyst is C1(C)C=CC=CC=1. The product is [CH3:1][C:2]1([CH3:21])[C:7]2[CH:8]=[C:9]([C:12]3[S:16][C:15]([C:17]#[N:18])=[CH:14][C:13]=3[CH3:19])[CH:10]=[CH:11][C:6]=2[NH:5][C:4](=[S:31])[O:3]1. The yield is 0.460. (2) The reactants are Cl.[NH2:2][C:3]1[CH:8]=[C:7]([Br:9])[CH:6]=[CH:5][C:4]=1[OH:10].F[C:12]1[CH:17]=[CH:16][C:15]([N+:18]([O-:20])=[O:19])=[CH:14][C:13]=1[N+:21]([O-:23])=[O:22].C([O-])(=O)C.[Na+]. The product is [Br:9][C:7]1[CH:6]=[CH:5][C:4]([OH:10])=[C:3]([NH:2][C:16]2[CH:17]=[CH:12][C:13]([N+:21]([O-:23])=[O:22])=[CH:14][C:15]=2[N+:18]([O-:20])=[O:19])[CH:8]=1. The yield is 0.560. The catalyst is C(O)C.O. (3) The reactants are [Cl:1][C:2]1[CH:7]=[CH:6][C:5]([C:8]2[CH:13]=[CH:12][C:11](OS(C(F)(F)F)(=O)=O)=[C:10]([CH:22]=[O:23])[CH:9]=2)=[C:4]([F:24])[CH:3]=1.[CH:25]1(B(O)O)[CH2:27][CH2:26]1.P([O-])([O-])([O-])=O.[K+].[K+].[K+].[Br-].[Na+]. The catalyst is O.C(OCC)(=O)C.[Pd].C1(P(C2C=CC=CC=2)C2C=CC=CC=2)C=CC=CC=1.C1(P(C2C=CC=CC=2)C2C=CC=CC=2)C=CC=CC=1.C1(P(C2C=CC=CC=2)C2C=CC=CC=2)C=CC=CC=1.C1(P(C2C=CC=CC=2)C2C=CC=CC=2)C=CC=CC=1.C1(C)C=CC=CC=1. The product is [Cl:1][C:2]1[CH:7]=[CH:6][C:5]([C:8]2[CH:13]=[CH:12][C:11]([CH:25]3[CH2:27][CH2:26]3)=[C:10]([CH:22]=[O:23])[CH:9]=2)=[C:4]([F:24])[CH:3]=1. The yield is 0.360. (4) The reactants are [CH3:1][O:2][C:3]1[CH:4]=[C:5]2[C:10](=[CH:11][C:12]=1[O:13][CH3:14])[N:9]=[CH:8][CH:7]=[C:6]2[O:15][C:16]1[CH:21]=[CH:20][C:19]([NH:22][C:23]([C:25]2([C:28](O)=[O:29])[CH2:27][CH2:26]2)=[O:24])=[CH:18][CH:17]=1.[C:31]([O:35][C:36](=[O:46])[NH:37][CH2:38][C:39]1[CH:44]=[CH:43][C:42](N)=[CH:41][CH:40]=1)([CH3:34])([CH3:33])[CH3:32].C[N:48](C(ON1N=NC2C=CC=NC1=2)=[N+](C)C)C.F[P-](F)(F)(F)(F)F.CCN(C(C)C)C(C)C. The catalyst is O.CC(N(C)C)=O. The product is [C:31]([O:35][C:36](=[O:46])[NH:37][CH2:38][C:39]1[CH:44]=[CH:43][CH:42]=[C:41]([NH:48][C:28]([C:25]2([C:23](=[O:24])[NH:22][C:19]3[CH:18]=[CH:17][C:16]([O:15][C:6]4[C:5]5[C:10](=[CH:11][C:12]([O:13][CH3:14])=[C:3]([O:2][CH3:1])[CH:4]=5)[N:9]=[CH:8][CH:7]=4)=[CH:21][CH:20]=3)[CH2:26][CH2:27]2)=[O:29])[CH:40]=1)([CH3:34])([CH3:33])[CH3:32]. The yield is 0.790. (5) The reactants are [Li+].CC([N-]C(C)C)C.[F:9][C:10]1[CH:15]=[CH:14][CH:13]=[C:12]([C:16]2[CH:21]=[CH:20][CH:19]=[CH:18][CH:17]=2)[N:11]=1.[C:22](=[O:24])=[O:23].Cl. The catalyst is O1CCCC1. The product is [F:9][C:10]1[C:15]([C:22]([OH:24])=[O:23])=[CH:14][CH:13]=[C:12]([C:16]2[CH:17]=[CH:18][CH:19]=[CH:20][CH:21]=2)[N:11]=1. The yield is 0.650. (6) The reactants are [CH2:1]1[S:5][C@@H:4]([CH2:6][CH2:7][CH2:8][CH2:9][CH2:10][C:11]([OH:13])=[O:12])[C@H:3]2[NH:14][C:15]([NH:17][C@@H:2]12)=[O:16].O[N:19]=[C:20]([NH2:36])[CH2:21][CH2:22][CH2:23][CH2:24][N:25]1[C:29]2[CH:30]=[C:31]([CH3:34])[CH:32]=[CH:33][C:28]=2[O:27][C:26]1=[O:35].CCN=C=NCCCN(C)C.Cl.CCN(C(C)C)C(C)C. The catalyst is CN(C=O)C.ClCCl. The product is [O:16]=[C:15]1[NH:17][C@H:2]2[CH2:1][S:5][C@@H:4]([CH2:6][CH2:7][CH2:8][CH2:9][CH2:10][C:11]([O:13]/[N:19]=[C:20](\[NH2:36])/[CH2:21][CH2:22][CH2:23][CH2:24][N:25]3[C:29]4[CH:30]=[C:31]([CH3:34])[CH:32]=[CH:33][C:28]=4[O:27][C:26]3=[O:35])=[O:12])[C@H:3]2[NH:14]1. The yield is 0.460. (7) The reactants are Cl[C:2]1[C:7]([C:8]#[N:9])=[C:6]([Cl:10])[N:5]=[C:4]([S:11][CH3:12])[N:3]=1.[F:13][C:14]1[CH:20]=[CH:19][CH:18]=[C:17]([F:21])[C:15]=1[NH2:16].CO.O. The catalyst is CN(C=O)C. The product is [Cl:10][C:6]1[C:7]([C:8]#[N:9])=[C:2]([NH:16][C:15]2[C:14]([F:13])=[CH:20][CH:19]=[CH:18][C:17]=2[F:21])[N:3]=[C:4]([S:11][CH3:12])[N:5]=1. The yield is 0.900. (8) The reactants are C[O:2][C:3](=O)[CH2:4][CH:5]1[CH2:10][CH2:9][C@H:8]([C:11](=[O:32])[NH:12][C:13]2[CH:18]=[CH:17][C:16]([O:19][CH2:20][C:21]3[C:30]4[C:25](=[CH:26][CH:27]=[CH:28][CH:29]=4)[N:24]=[C:23]([CH3:31])[CH:22]=3)=[CH:15][CH:14]=2)[C@@H:7]([C:33](=[O:43])[NH:34][O:35]CC2C=CC=CC=2)[CH2:6]1.C1CN([P+](ON2N=[N:69][C:64]3C=[CH:66][CH:67]=[CH:68][C:63]2=3)(N2CCCC2)N2CCCC2)CC1.F[P-](F)(F)(F)(F)F.Cl.C(ON)C1C=CC=CC=1.CN1CCOCC1. The catalyst is CN(C=O)C. The product is [OH:35][NH:34][C:33]([C@H:7]1[CH2:6][CH:5]([CH2:4][C:3](=[O:2])[N:69]2[CH2:66][CH2:67][CH2:68][CH2:63][CH2:64]2)[CH2:10][CH2:9][C@@H:8]1[C:11]([NH:12][C:13]1[CH:14]=[CH:15][C:16]([O:19][CH2:20][C:21]2[C:30]3[C:25](=[CH:26][CH:27]=[CH:28][CH:29]=3)[N:24]=[C:23]([CH3:31])[CH:22]=2)=[CH:17][CH:18]=1)=[O:32])=[O:43]. The yield is 0.930.